This data is from Full USPTO retrosynthesis dataset with 1.9M reactions from patents (1976-2016). The task is: Predict the reactants needed to synthesize the given product. (1) Given the product [NH2:25][C:26]1[C:27]([C:34]([NH:1][C:2]2[CH:3]=[N:4][CH:5]=[CH:6][C:7]=2[C@@H:8]2[CH2:13][C@H:12]([CH3:14])[C@:11]([OH:15])([CH3:16])[C@H:10]([O:17][Si:18]([C:21]([CH3:23])([CH3:22])[CH3:24])([CH3:19])[CH3:20])[CH2:9]2)=[O:35])=[N:28][C:29]([Br:33])=[C:30]([F:32])[CH:31]=1, predict the reactants needed to synthesize it. The reactants are: [NH2:1][C:2]1[CH:3]=[N:4][CH:5]=[CH:6][C:7]=1[C@@H:8]1[CH2:13][C@H:12]([CH3:14])[C@@:11]([CH3:16])([OH:15])[C@H:10]([O:17][Si:18]([C:21]([CH3:24])([CH3:23])[CH3:22])([CH3:20])[CH3:19])[CH2:9]1.[NH2:25][C:26]1[C:27]([C:34](O)=[O:35])=[N:28][C:29]([Br:33])=[C:30]([F:32])[CH:31]=1. (2) The reactants are: [CH3:1][C:2]1[CH:3]=[CH:4][N:5]2[C:10]=1[C:9](=[O:11])[N:8]([C:12]1[CH:17]=[CH:16][CH:15]=[CH:14][CH:13]=1)[C:7]([C@@H:18]([NH:20][C:21]1[C:22]3[C:29]([C:30]4[CH:38]=[C:37]([NH:39][S:40]([NH2:43])(=[O:42])=[O:41])[CH:36]=[C:35]5[C:31]=4[CH:32]=[CH:33][NH:34]5)=[CH:28][N:27](COCC[Si](C)(C)C)[C:23]=3[N:24]=[CH:25][N:26]=1)[CH3:19])=[N:6]2.FC(F)(F)C(O)=O.N. Given the product [CH3:1][C:2]1[CH:3]=[CH:4][N:5]2[C:10]=1[C:9](=[O:11])[N:8]([C:12]1[CH:17]=[CH:16][CH:15]=[CH:14][CH:13]=1)[C:7]([C@@H:18]([NH:20][C:21]1[C:22]3[C:29]([C:30]4[CH:38]=[C:37]([NH:39][S:40]([NH2:43])(=[O:42])=[O:41])[CH:36]=[C:35]5[C:31]=4[CH:32]=[CH:33][NH:34]5)=[CH:28][NH:27][C:23]=3[N:24]=[CH:25][N:26]=1)[CH3:19])=[N:6]2, predict the reactants needed to synthesize it. (3) Given the product [CH3:11][C:9]1[C:8]([N:12]2[CH2:17][CH2:16][N:15]([C:18]3[CH:23]=[C:22]([N:24]4[CH2:29][CH2:28][CH2:27][CH2:26][CH2:25]4)[N:21]=[C:20]([N:30]4[CH2:34][CH2:33][CH2:32][CH:31]4[CH3:35])[N:19]=3)[C@H:14]([CH3:36])[CH2:13]2)=[N:7][CH:6]=[C:5]([CH:10]=1)[C:4]([OH:37])=[O:3], predict the reactants needed to synthesize it. The reactants are: C([O:3][C:4](=[O:37])[C:5]1[CH:10]=[C:9]([CH3:11])[C:8]([N:12]2[CH2:17][CH2:16][N:15]([C:18]3[CH:23]=[C:22]([N:24]4[CH2:29][CH2:28][CH2:27][CH2:26][CH2:25]4)[N:21]=[C:20]([N:30]4[CH2:34][CH2:33][CH2:32][CH:31]4[CH3:35])[N:19]=3)[C@H:14]([CH3:36])[CH2:13]2)=[N:7][CH:6]=1)C.O.O[Li].O.CCO. (4) Given the product [C:1]1([C:22]2[CH:27]=[CH:26][CH:25]=[CH:24][CH:23]=2)[CH:6]=[CH:5][C:4]([NH:7][C:8](=[O:21])[C:9]2[CH:14]=[CH:13][C:12]([Br:15])=[C:11]([NH:16][C:17](=[O:20])[CH2:18][N:28]3[CH2:33][CH2:32][O:31][CH2:30][CH2:29]3)[CH:10]=2)=[CH:3][CH:2]=1, predict the reactants needed to synthesize it. The reactants are: [C:1]1([C:22]2[CH:27]=[CH:26][CH:25]=[CH:24][CH:23]=2)[CH:6]=[CH:5][C:4]([NH:7][C:8](=[O:21])[C:9]2[CH:14]=[CH:13][C:12]([Br:15])=[C:11]([NH:16][C:17](=[O:20])[CH2:18]Cl)[CH:10]=2)=[CH:3][CH:2]=1.[NH:28]1[CH2:33][CH2:32][O:31][CH2:30][CH2:29]1.C(N(CC)CC)C.[I-].[K+]. (5) Given the product [CH3:60][O:61][C:62]1[CH:63]=[C:64]([CH:65]=[CH:66][C:67]=1[O:68][CH3:69])[O:32][C@@H:33]([C:54]1[CH:55]=[CH:56][CH:57]=[CH:58][CH:59]=1)[CH2:34][CH2:35][N:36]1[CH2:41][CH2:40][CH:39]([C:42]2[CH:43]=[C:44]([NH:48][C:49](=[O:53])[CH:50]([CH3:52])[CH3:51])[CH:45]=[CH:46][CH:47]=2)[CH2:38][CH2:37]1, predict the reactants needed to synthesize it. The reactants are: C1(P(C2C=CC=CC=2)C2C=CC=CC=2)C=CC=CC=1.N(C(OCC)=O)=NC(OCC)=O.[OH:32][C@H:33]([C:54]1[CH:59]=[CH:58][CH:57]=[CH:56][CH:55]=1)[CH2:34][CH2:35][N:36]1[CH2:41][CH2:40][CH:39]([C:42]2[CH:43]=[C:44]([NH:48][C:49](=[O:53])[CH:50]([CH3:52])[CH3:51])[CH:45]=[CH:46][CH:47]=2)[CH2:38][CH2:37]1.[CH3:60][O:61][C:62]1[CH:63]=[C:64](O)[CH:65]=[CH:66][C:67]=1[O:68][CH3:69]. (6) Given the product [C:45]([O:49][C:50]([N:52]1[CH2:57][CH2:56][CH2:55][CH2:54][CH:53]1[C:58]1([OH:62])[CH2:59][N:60]([C:39]([C:38]2[C:30]([NH:29][C:26]3[CH:27]=[CH:28][C:23]([Br:22])=[CH:24][C:25]=3[F:44])=[C:31]([F:43])[C:32](=[O:42])[N:33]3[C:37]=2[CH2:36][CH2:35][CH2:34]3)=[O:40])[CH2:61]1)=[O:51])([CH3:48])([CH3:46])[CH3:47], predict the reactants needed to synthesize it. The reactants are: CCN=C=NCCCN(C)C.C1C=CC2N(O)N=NC=2C=1.[Br:22][C:23]1[CH:28]=[CH:27][C:26]([NH:29][C:30]2[C:38]([C:39](O)=[O:40])=[C:37]3[N:33]([CH2:34][CH2:35][CH2:36]3)[C:32](=[O:42])[C:31]=2[F:43])=[C:25]([F:44])[CH:24]=1.[C:45]([O:49][C:50]([N:52]1[CH2:57][CH2:56][CH2:55][CH2:54][CH:53]1[C:58]1([OH:62])[CH2:61][NH:60][CH2:59]1)=[O:51])([CH3:48])([CH3:47])[CH3:46].